From a dataset of NCI-60 drug combinations with 297,098 pairs across 59 cell lines. Regression. Given two drug SMILES strings and cell line genomic features, predict the synergy score measuring deviation from expected non-interaction effect. Drug 1: C1=CC(=CC=C1CCC2=CNC3=C2C(=O)NC(=N3)N)C(=O)NC(CCC(=O)O)C(=O)O. Drug 2: C1=CC(=CC=C1C#N)C(C2=CC=C(C=C2)C#N)N3C=NC=N3. Cell line: UACC62. Synergy scores: CSS=6.04, Synergy_ZIP=-4.40, Synergy_Bliss=-2.84, Synergy_Loewe=-8.03, Synergy_HSA=-2.45.